Dataset: Forward reaction prediction with 1.9M reactions from USPTO patents (1976-2016). Task: Predict the product of the given reaction. (1) The product is: [C:11]([C:2]1[CH:3]=[C:4]([O:8][CH3:9])[CH:5]=[N:6][CH:7]=1)#[CH:16]. Given the reactants Br[C:2]1[CH:3]=[C:4]([O:8][CH3:9])[CH:5]=[N:6][CH:7]=1.Cl[C:11]1[CH:16]=CC(C#C)=CN=1, predict the reaction product. (2) Given the reactants C(O)CS[CH2:4][CH2:5][OH:6].CC(CC([C:16]1[CH:21]=[CH:20][C:19](OCCOCCO)=[CH:18][CH:17]=1)(C)C)(C)C.CCCCCCCCCCCC[O:41]CCO.[CH3:45][CH2:46][CH2:47][CH2:48][CH2:49][CH2:50][CH2:51][CH2:52][CH2:53][CH2:54][CH2:55][CH2:56][O:57][S:58]([O-:61])(=[O:60])=[O:59].[Na+:62].[CH3:63][C@@H:64]([C@@H:84]1[C@@:88]2(C)[C@@H:89]([OH:104])[CH2:90][C@@H:91]3[C@@:96]4([CH3:102])[CH2:97][CH2:98][C@@H](O)C[C@H:95]4C[C@@H](O)[C@H]3[C@@H:87]2CC1)[CH2:65][CH2:66][C:67](NCCC[N+](CC(O)CS([O-])(=O)=O)(C)C)=[O:68], predict the reaction product. The product is: [CH3:45][CH2:46][CH2:47][CH2:48][CH2:49][CH2:50][CH2:51][CH2:52][CH2:53][CH2:54][CH2:55][CH2:56][O:57][S:58]([O-:61])(=[O:60])=[O:59].[Na+:62].[CH3:63][C@@H:64]([C@@H:84]1[C@@:88]2([CH3:87])[C@@H:89]([OH:104])[CH2:90][C@@H:91]3[C@@:96]4([CH3:102])[CH2:97][CH2:98][C@@H:5]([OH:6])[CH2:4][C@H:95]4[CH2:18][CH2:17][C@H:16]3[C@@H:21]2[CH2:20][CH2:19]1)[CH2:65][CH2:66][C:67]([OH:68])=[O:41]. (3) Given the reactants [NH:1]1[C:9]2[C:4](=[CH:5][CH:6]=[C:7]3[CH2:13][CH2:12][CH2:11][CH2:10][C:8]3=2)[C:3](=O)[C:2]1=[O:15].[C:16]([C:18]1[CH:23]=[CH:22][C:21]([CH2:24][C:25](=O)COC(=O)C)=[CH:20][CH:19]=1)#[N:17].[C:32]([OH:35])(=[O:34])C, predict the reaction product. The product is: [C:16]([C:18]1[CH:23]=[CH:22][C:21]([CH2:24][C:25]2[C:2]([OH:15])=[C:3]([C:32]([OH:35])=[O:34])[C:4]3[C:9](=[C:8]4[CH2:10][CH2:11][CH2:12][CH2:13][C:7]4=[CH:6][CH:5]=3)[N:1]=2)=[CH:20][CH:19]=1)#[N:17]. (4) Given the reactants C([Mg]Br)C.[Cl:5][C:6]1[CH:7]=[C:8]2[C:13](=[CH:14][CH:15]=1)[CH:12]=[C:11]([SH:16])[CH:10]=[CH:9]2.[O:17]1[CH2:19][C@@H:18]1[C:20]([O:22][CH3:23])=[O:21].[Cl-].[NH4+], predict the reaction product. The product is: [Cl:5][C:6]1[CH:7]=[C:8]2[C:13](=[CH:14][CH:15]=1)[CH:12]=[C:11]([S:16][CH2:19][C@@H:18]([OH:17])[C:20]([O:22][CH3:23])=[O:21])[CH:10]=[CH:9]2. (5) Given the reactants O=[C:2]1[CH2:22][CH2:21][C:5]2([CH2:10][CH2:9][N:8]([C:11]([O:13][CH2:14][C:15]3[CH:20]=[CH:19][CH:18]=[CH:17][CH:16]=3)=[O:12])[CH2:7][CH2:6]2)[CH:4]=[CH:3]1.[ClH:23].[C:24]([NH:28][NH2:29])([CH3:27])([CH3:26])[CH3:25], predict the reaction product. The product is: [ClH:23].[C:24]([NH:28]/[N:29]=[C:2]1/[CH:3]=[CH:4][C:5]2([CH2:21][CH2:22]/1)[CH2:10][CH2:9][N:8]([C:11]([O:13][CH2:14][C:15]1[CH:20]=[CH:19][CH:18]=[CH:17][CH:16]=1)=[O:12])[CH2:7][CH2:6]2)([CH3:27])([CH3:26])[CH3:25].